From a dataset of NCI-60 drug combinations with 297,098 pairs across 59 cell lines. Regression. Given two drug SMILES strings and cell line genomic features, predict the synergy score measuring deviation from expected non-interaction effect. (1) Drug 1: CC1=C2C(C(=O)C3(C(CC4C(C3C(C(C2(C)C)(CC1OC(=O)C(C(C5=CC=CC=C5)NC(=O)OC(C)(C)C)O)O)OC(=O)C6=CC=CC=C6)(CO4)OC(=O)C)OC)C)OC. Cell line: SK-OV-3. Synergy scores: CSS=36.9, Synergy_ZIP=-4.70, Synergy_Bliss=-4.95, Synergy_Loewe=-14.1, Synergy_HSA=-1.66. Drug 2: CC1OCC2C(O1)C(C(C(O2)OC3C4COC(=O)C4C(C5=CC6=C(C=C35)OCO6)C7=CC(=C(C(=C7)OC)O)OC)O)O. (2) Drug 1: COC1=C(C=C2C(=C1)N=CN=C2NC3=CC(=C(C=C3)F)Cl)OCCCN4CCOCC4. Drug 2: C1=NC2=C(N1)C(=S)N=CN2. Cell line: CAKI-1. Synergy scores: CSS=47.4, Synergy_ZIP=-12.2, Synergy_Bliss=-19.1, Synergy_Loewe=-18.7, Synergy_HSA=-14.5. (3) Drug 1: CN(C)C1=NC(=NC(=N1)N(C)C)N(C)C. Drug 2: CN(C(=O)NC(C=O)C(C(C(CO)O)O)O)N=O. Cell line: MDA-MB-231. Synergy scores: CSS=4.56, Synergy_ZIP=-1.10, Synergy_Bliss=-3.22, Synergy_Loewe=-8.99, Synergy_HSA=-6.67. (4) Drug 1: CC1CCC2CC(C(=CC=CC=CC(CC(C(=O)C(C(C(=CC(C(=O)CC(OC(=O)C3CCCCN3C(=O)C(=O)C1(O2)O)C(C)CC4CCC(C(C4)OC)OCCO)C)C)O)OC)C)C)C)OC. Drug 2: CC1C(C(CC(O1)OC2CC(CC3=C2C(=C4C(=C3O)C(=O)C5=C(C4=O)C(=CC=C5)OC)O)(C(=O)CO)O)N)O.Cl. Cell line: MOLT-4. Synergy scores: CSS=48.8, Synergy_ZIP=-0.895, Synergy_Bliss=-0.0576, Synergy_Loewe=-4.23, Synergy_HSA=1.74. (5) Drug 1: CC1=CC2C(CCC3(C2CCC3(C(=O)C)OC(=O)C)C)C4(C1=CC(=O)CC4)C. Drug 2: CCC1(CC2CC(C3=C(CCN(C2)C1)C4=CC=CC=C4N3)(C5=C(C=C6C(=C5)C78CCN9C7C(C=CC9)(C(C(C8N6C)(C(=O)OC)O)OC(=O)C)CC)OC)C(=O)OC)O.OS(=O)(=O)O. Cell line: HCT-15. Synergy scores: CSS=14.3, Synergy_ZIP=7.31, Synergy_Bliss=10.1, Synergy_Loewe=4.53, Synergy_HSA=7.90. (6) Drug 1: CS(=O)(=O)C1=CC(=C(C=C1)C(=O)NC2=CC(=C(C=C2)Cl)C3=CC=CC=N3)Cl. Drug 2: CCC1=CC2CC(C3=C(CN(C2)C1)C4=CC=CC=C4N3)(C5=C(C=C6C(=C5)C78CCN9C7C(C=CC9)(C(C(C8N6C)(C(=O)OC)O)OC(=O)C)CC)OC)C(=O)OC.C(C(C(=O)O)O)(C(=O)O)O. Cell line: 786-0. Synergy scores: CSS=49.4, Synergy_ZIP=6.83, Synergy_Bliss=6.96, Synergy_Loewe=-2.78, Synergy_HSA=8.83. (7) Drug 1: C1=NC2=C(N=C(N=C2N1C3C(C(C(O3)CO)O)O)F)N. Drug 2: N.N.Cl[Pt+2]Cl. Cell line: MDA-MB-231. Synergy scores: CSS=70.0, Synergy_ZIP=-6.78, Synergy_Bliss=-5.25, Synergy_Loewe=0.0667, Synergy_HSA=4.00. (8) Drug 1: CC1C(C(CC(O1)OC2CC(CC3=C2C(=C4C(=C3O)C(=O)C5=C(C4=O)C(=CC=C5)OC)O)(C(=O)C)O)N)O.Cl. Drug 2: CC1=C(N=C(N=C1N)C(CC(=O)N)NCC(C(=O)N)N)C(=O)NC(C(C2=CN=CN2)OC3C(C(C(C(O3)CO)O)O)OC4C(C(C(C(O4)CO)O)OC(=O)N)O)C(=O)NC(C)C(C(C)C(=O)NC(C(C)O)C(=O)NCCC5=NC(=CS5)C6=NC(=CS6)C(=O)NCCC[S+](C)C)O. Cell line: CCRF-CEM. Synergy scores: CSS=27.2, Synergy_ZIP=6.09, Synergy_Bliss=8.80, Synergy_Loewe=-4.16, Synergy_HSA=7.91.